This data is from Full USPTO retrosynthesis dataset with 1.9M reactions from patents (1976-2016). The task is: Predict the reactants needed to synthesize the given product. (1) Given the product [Br:1][C:2]1[CH:8]=[CH:7][C:5]([NH:6][C:25](=[O:27])[CH:24]=[N:14][OH:15])=[C:4]([C:9]([F:10])([F:11])[F:12])[CH:3]=1, predict the reactants needed to synthesize it. The reactants are: [Br:1][C:2]1[CH:8]=[CH:7][C:5]([NH2:6])=[C:4]([C:9]([F:12])([F:11])[F:10])[CH:3]=1.Cl.[NH2:14][OH:15].S([O-])([O-])(=O)=O.[Na+].[Na+].Cl[C:24](Cl)(Cl)[CH:25]([OH:27])O. (2) Given the product [F:35][C:34]([F:37])([F:36])[S:31]([O:13][C:8]1[CH2:7][CH2:6][C:5]2[C:10](=[CH:11][CH:12]=[C:3]([O:2][CH3:1])[CH:4]=2)[CH:9]=1)(=[O:33])=[O:32], predict the reactants needed to synthesize it. The reactants are: [CH3:1][O:2][C:3]1[CH:4]=[C:5]2[C:10](=[CH:11][CH:12]=1)[CH2:9][C:8](=[O:13])[CH2:7][CH2:6]2.C[Si](C)(C)[N-][Si](C)(C)C.[Li+].C1C=CC(N([S:31]([C:34]([F:37])([F:36])[F:35])(=[O:33])=[O:32])[S:31]([C:34]([F:37])([F:36])[F:35])(=[O:33])=[O:32])=CC=1.[Cl-].[NH4+].